From a dataset of Full USPTO retrosynthesis dataset with 1.9M reactions from patents (1976-2016). Predict the reactants needed to synthesize the given product. (1) Given the product [O:40]=[S:34]1(=[O:39])[CH2:35][C:36](=[O:38])[NH:37][C:32]2[CH:31]=[C:30]([CH2:29][C:28]([N:27]([CH2:44][CH3:45])[C@@H:15]([C:16]3[CH:21]=[CH:20][CH:19]=[C:18]([O:22][C:23]([F:26])([F:25])[F:24])[CH:17]=3)[CH2:14][N:11]3[CH2:12][CH2:13][C@H:9]([OH:8])[CH2:10]3)=[O:43])[CH:42]=[CH:41][C:33]1=2, predict the reactants needed to synthesize it. The reactants are: [Si]([O:8][C@H:9]1[CH2:13][CH2:12][N:11]([CH2:14][C@@H:15]([N:27]([CH2:44][CH3:45])[C:28](=[O:43])[CH2:29][C:30]2[CH:42]=[CH:41][C:33]3[S:34](=[O:40])(=[O:39])[CH2:35][C:36](=[O:38])[NH:37][C:32]=3[CH:31]=2)[C:16]2[CH:21]=[CH:20][CH:19]=[C:18]([O:22][C:23]([F:26])([F:25])[F:24])[CH:17]=2)[CH2:10]1)(C(C)(C)C)(C)C.Cl. (2) The reactants are: [CH2:1]([C:3]1[CH:8]=[C:7]([C:9]2[CH:10]=[N:11][C:12](SC)=[N:13][CH:14]=2)[CH:6]=[CH:5][C:4]=1[N:17]([CH3:28])[C:18]1[N:23]=[CH:22][C:21]2[N:24]=[CH:25][N:26]([CH3:27])[C:20]=2[CH:19]=1)[CH3:2].O[O:30][S:31]([O-:33])=O.[K+].[CH2:35](Cl)Cl. Given the product [CH2:1]([C:3]1[CH:8]=[C:7]([C:9]2[CH:10]=[N:11][C:12]([S:31]([CH3:35])(=[O:33])=[O:30])=[N:13][CH:14]=2)[CH:6]=[CH:5][C:4]=1[N:17]([CH3:28])[C:18]1[N:23]=[CH:22][C:21]2[N:24]=[CH:25][N:26]([CH3:27])[C:20]=2[CH:19]=1)[CH3:2], predict the reactants needed to synthesize it. (3) The reactants are: [CH3:1][N:2]1[C:10]([CH:11](O)[CH3:12])=[C:9]2[C:4]([C:5]([C:14]3[C:19]([CH3:20])=[CH:18][C:17]([CH3:21])=[CH:16][C:15]=3[CH3:22])=[CH:6][CH:7]=[CH:8]2)=[N:3]1.O.C1(C)C=CC(S(O)(=O)=O)=CC=1. Given the product [CH3:1][N:2]1[C:10]([CH:11]=[CH2:12])=[C:9]2[C:4]([C:5]([C:14]3[C:19]([CH3:20])=[CH:18][C:17]([CH3:21])=[CH:16][C:15]=3[CH3:22])=[CH:6][CH:7]=[CH:8]2)=[N:3]1, predict the reactants needed to synthesize it. (4) Given the product [CH2:1]([O:5][C:6]([C:8]1[N:12]=[C:11]([CH2:13][C:14]2[CH:15]=[CH:16][CH:17]=[CH:18][CH:19]=2)[N:10]([CH3:20])[N:9]=1)=[O:7])[CH2:2][CH2:3][CH3:4], predict the reactants needed to synthesize it. The reactants are: [CH2:1]([O:5][C:6]([C:8]1[N:12]=[C:11]([CH2:13][C:14]2[CH:19]=[CH:18][CH:17]=[CH:16][CH:15]=2)[NH:10][N:9]=1)=[O:7])[CH2:2][CH2:3][CH3:4].[C:20](=O)([O-])[O-].[K+].[K+].IC. (5) Given the product [C:1]([NH:9][C:10]1[CH:15]=[CH:14][N:13]([C@@H:16]2[S:25][C@H:24]([CH2:26][OH:27])[C@@H:19]([O:20][C:21](=[O:23])[CH3:22])[C@@:17]2([C:49](=[O:51])[CH3:50])[OH:18])[C:12](=[O:52])[N:11]=1)(=[O:8])[C:2]1[CH:7]=[CH:6][CH:5]=[CH:4][CH:3]=1, predict the reactants needed to synthesize it. The reactants are: [C:1]([NH:9][C:10]1[CH:15]=[CH:14][N:13]([C@@H:16]2[S:25][C@H:24]([CH2:26][O:27]C(C3C=CC=CC=3)(C3C=CC=CC=3)C3C=CC(OC)=CC=3)[C@@H:19]([O:20][C:21](=[O:23])[CH3:22])[C@@:17]2([C:49](=[O:51])[CH3:50])[OH:18])[C:12](=[O:52])[N:11]=1)(=[O:8])[C:2]1[CH:7]=[CH:6][CH:5]=[CH:4][CH:3]=1.C(=O)([O-])O.[Na+]. (6) Given the product [CH3:15][C@@H:9]1[N:8]([C:6]([O:5][C:1]([CH3:4])([CH3:2])[CH3:3])=[O:7])[CH2:13][CH:12]=[C:11]([O:14][S:28]([C:27]([F:46])([F:45])[F:26])(=[O:30])=[O:29])[CH2:10]1, predict the reactants needed to synthesize it. The reactants are: [C:1]([O:5][C:6]([N:8]1[CH2:13][CH2:12][C:11](=[O:14])[CH2:10][C@@H:9]1[CH3:15])=[O:7])([CH3:4])([CH3:3])[CH3:2].C[Si]([N-][Si](C)(C)C)(C)C.[Li+].[F:26][C:27]([F:46])([F:45])[S:28](N(C1C=CC=CC=1)[S:28]([C:27]([F:46])([F:45])[F:26])(=[O:30])=[O:29])(=[O:30])=[O:29].FC(F)(F)S(NC1C=CC=CC=1)(=O)=O. (7) Given the product [C:10]([O:9][C:7](=[O:8])[NH:6][CH2:5][CH2:4][CH2:3][Br:2])([CH3:13])([CH3:12])[CH3:11], predict the reactants needed to synthesize it. The reactants are: Cl.[Br:2][CH2:3][CH2:4][CH2:5][NH2:6].[C:7](O[C:7]([O:9][C:10]([CH3:13])([CH3:12])[CH3:11])=[O:8])([O:9][C:10]([CH3:13])([CH3:12])[CH3:11])=[O:8].[OH-].[Na+].O. (8) The reactants are: [Cl:1][C:2]1[CH:3]=[C:4]([C@@H:8]([OH:41])[CH2:9][N:10]([CH2:18][CH2:19][C:20]2[CH:25]=[CH:24][C:23]([S:26]([C:29]3[CH:34]=[CH:33][CH:32]=[C:31]([C:35](N(OC)C)=[O:36])[CH:30]=3)(=[O:28])=[O:27])=[CH:22][CH:21]=2)[C:11](=[O:17])[O:12][C:13]([CH3:16])([CH3:15])[CH3:14])[CH:5]=[CH:6][CH:7]=1.[H-].[Al+3].[Li+].[H-].[H-].[H-].[F-].[Na+].O. Given the product [Cl:1][C:2]1[CH:3]=[C:4]([C@@H:8]([OH:41])[CH2:9][N:10]([CH2:18][CH2:19][C:20]2[CH:25]=[CH:24][C:23]([S:26]([C:29]3[CH:34]=[CH:33][CH:32]=[C:31]([CH:35]=[O:36])[CH:30]=3)(=[O:28])=[O:27])=[CH:22][CH:21]=2)[C:11](=[O:17])[O:12][C:13]([CH3:15])([CH3:14])[CH3:16])[CH:5]=[CH:6][CH:7]=1, predict the reactants needed to synthesize it. (9) Given the product [N:7]1([C:8]([C@H:10]([NH:12][C:13]([C:15]2[CH:19]=[C:18]([NH:21][C:22](=[O:30])[C:23]3[CH:28]=[CH:27][CH:26]=[CH:25][C:24]=3[Cl:29])[NH:17][N:16]=2)=[O:14])[CH3:11])=[O:9])[CH2:31][CH2:5][CH2:4][CH2:3][CH2:6]1, predict the reactants needed to synthesize it. The reactants are: N1[CH:5]=[CH:4][CH:3]=N1.[CH3:6][N:7]([CH3:31])[C:8]([C@H:10]([NH:12][C:13]([C:15]1[C:19](Br)=[C:18]([NH:21][C:22](=[O:30])[C:23]2[CH:28]=[CH:27][CH:26]=[CH:25][C:24]=2[Cl:29])[NH:17][N:16]=1)=[O:14])[CH3:11])=[O:9]. (10) Given the product [C:21]([C:25]1[CH:26]=[C:27]([NH:38][C:17]([NH:1][C:2]2[S:6][C:5]([C:7]([N:9]3[CH2:14][CH2:13][O:12][CH2:11][CH2:10]3)=[O:8])=[C:4]([Cl:15])[C:3]=2[CH3:16])=[O:18])[N:28]([C:30]2[CH:35]=[CH:34][C:33]([F:36])=[CH:32][C:31]=2[F:37])[N:29]=1)([CH3:24])([CH3:22])[CH3:23], predict the reactants needed to synthesize it. The reactants are: [NH2:1][C:2]1[S:6][C:5]([C:7]([N:9]2[CH2:14][CH2:13][O:12][CH2:11][CH2:10]2)=[O:8])=[C:4]([Cl:15])[C:3]=1[CH3:16].[C:17](Cl)(Cl)=[O:18].[C:21]([C:25]1[CH:26]=[C:27]([NH2:38])[N:28]([C:30]2[CH:35]=[CH:34][C:33]([F:36])=[CH:32][C:31]=2[F:37])[N:29]=1)([CH3:24])([CH3:23])[CH3:22].